Dataset: Forward reaction prediction with 1.9M reactions from USPTO patents (1976-2016). Task: Predict the product of the given reaction. (1) Given the reactants [F:1][C:2]1[CH:7]=[C:6]([O:8][CH3:9])[C:5]([O:10]C)=[CH:4][C:3]=1[F:12].C[S-].[Na+].O.Cl, predict the reaction product. The product is: [F:1][C:2]1[C:3]([F:12])=[CH:4][C:5]([OH:10])=[C:6]([O:8][CH3:9])[CH:7]=1. (2) Given the reactants [C:1]1([CH:7]([C:14]2[CH:19]=[CH:18][CH:17]=[CH:16][CH:15]=2)[CH2:8][CH2:9][NH:10][CH2:11][CH2:12][OH:13])[CH:6]=[CH:5][CH:4]=[CH:3][CH:2]=1.N1C=CC=CC=1.[CH:26]1[CH:31]=[CH:30][C:29]([CH2:32][O:33][C:34](Cl)=[O:35])=[CH:28][CH:27]=1, predict the reaction product. The product is: [C:1]1([CH:7]([C:14]2[CH:19]=[CH:18][CH:17]=[CH:16][CH:15]=2)[CH2:8][CH2:9][N:10]([CH2:11][CH2:12][OH:13])[C:34](=[O:35])[O:33][CH2:32][C:29]2[CH:30]=[CH:31][CH:26]=[CH:27][CH:28]=2)[CH:2]=[CH:3][CH:4]=[CH:5][CH:6]=1. (3) Given the reactants [C:1]1(=[O:7])[O:6][C:4](=[O:5])[CH:3]=[CH:2]1, predict the reaction product. The product is: [CH3:1][CH2:2][CH2:3][CH3:4].[C:4]1(=[O:5])[O:6][C:1](=[O:7])[CH:2]=[CH:3]1. (4) Given the reactants [ClH:1].[CH3:2][N:3]([CH:7]1[CH2:12][CH2:11][N:10]([C:13](=[O:22])[CH2:14][CH2:15][C:16]2[N:17]([CH3:21])[CH:18]=[CH:19][N:20]=2)[CH2:9][CH2:8]1)[C:4](=[O:6])[CH3:5], predict the reaction product. The product is: [ClH:1].[CH3:2][N:3]([CH:7]1[CH2:8][CH2:9][N:10]([C:13](=[O:22])[CH2:14][CH2:15][C:16]2[N:17]([CH3:21])[CH:18]=[CH:19][N:20]=2)[CH2:11][CH2:12]1)[C:4](=[O:6])[CH3:5]. (5) The product is: [Cl:1][C:2]1[CH:3]=[C:4]2[C:8](=[CH:9][CH:10]=1)[C:7](=[O:11])[CH:6]([S:15]([CH3:20])(=[O:18])=[O:14])[CH2:5]2. Given the reactants [Cl:1][C:2]1[CH:3]=[C:4]2[C:8](=[CH:9][CH:10]=1)[C:7](=[O:11])[CH:6](SC)[CH2:5]2.[OH:14][S:15]([O-:18])(=O)=O.[K+].[CH3:20]O, predict the reaction product. (6) Given the reactants [CH3:1][O:2][C:3]([C:5]1[C:6]2[CH:7]=[N:8][NH:9][C:10]=2[CH:11]=[CH:12][CH:13]=1)=[O:4].Cl[CH2:15][CH:16]1[CH2:18][CH2:17]1, predict the reaction product. The product is: [CH3:1][O:2][C:3]([C:5]1[C:6]2[CH:7]=[N:8][N:9]([CH2:15][CH:16]3[CH2:18][CH2:17]3)[C:10]=2[CH:11]=[CH:12][CH:13]=1)=[O:4]. (7) Given the reactants [N:1]1[C:9]2[CH2:8][CH2:7][NH:6][CH2:5][C:4]=2[S:3][C:2]=1[C:10]1[CH:15]=[CH:14][C:13]([OH:16])=[CH:12][CH:11]=1.C1OCCOCCOCCOCCOC1.[H-].[Na+].BrC1C=CC(S(O[C@H:45]2[CH2:48][C@@H:47]([N:49]3[CH2:53][CH2:52][CH:51]([N:54]([CH3:56])[CH3:55])[CH2:50]3)[CH2:46]2)(=O)=O)=CC=1, predict the reaction product. The product is: [CH3:55][N:54]([CH3:56])[CH:51]1[CH2:52][CH2:53][N:49]([C@H:47]2[CH2:46][C@H:45]([O:16][C:13]3[CH:14]=[CH:15][C:10]([C:2]4[S:3][C:4]5[CH2:5][NH:6][CH2:7][CH2:8][C:9]=5[N:1]=4)=[CH:11][CH:12]=3)[CH2:48]2)[CH2:50]1.